This data is from Peptide-MHC class I binding affinity with 185,985 pairs from IEDB/IMGT. The task is: Regression. Given a peptide amino acid sequence and an MHC pseudo amino acid sequence, predict their binding affinity value. This is MHC class I binding data. (1) The peptide sequence is DTRGIFSAY. The MHC is HLA-B08:02 with pseudo-sequence HLA-B08:02. The binding affinity (normalized) is 0.0847. (2) The peptide sequence is RPKSNIVLL. The MHC is HLA-B58:01 with pseudo-sequence HLA-B58:01. The binding affinity (normalized) is 0.0847.